Dataset: Peptide-MHC class II binding affinity with 134,281 pairs from IEDB. Task: Regression. Given a peptide amino acid sequence and an MHC pseudo amino acid sequence, predict their binding affinity value. This is MHC class II binding data. (1) The peptide sequence is QPFPKTVWEQILNTW. The MHC is HLA-DQA10104-DQB10503 with pseudo-sequence HLA-DQA10104-DQB10503. The binding affinity (normalized) is 0. (2) The peptide sequence is KILEPGPGPGFRKYT. The MHC is DRB5_0101 with pseudo-sequence DRB5_0101. The binding affinity (normalized) is 0.222. (3) The peptide sequence is SEQGEFKLLSEEKVP. The MHC is HLA-DQA10601-DQB10402 with pseudo-sequence HLA-DQA10601-DQB10402. The binding affinity (normalized) is 0.